This data is from Catalyst prediction with 721,799 reactions and 888 catalyst types from USPTO. The task is: Predict which catalyst facilitates the given reaction. (1) Reactant: [CH2:1]([O:3][C:4]([C@@:6]1([CH3:12])[CH2:11][CH2:10][CH2:9][NH:8][CH2:7]1)=[O:5])[CH3:2].[O:13]1[C:18]2[CH:19]=[CH:20][CH:21]=[CH:22][C:17]=2[O:16][CH2:15][C@@H:14]1[CH2:23]OS(C1C=CC(C)=CC=1)(=O)=O.C(=O)([O-])[O-].[K+].[K+].CN(C)C=O. Product: [CH2:1]([O:3][C:4]([C@@:6]1([CH3:12])[CH2:11][CH2:10][CH2:9][N:8]([CH2:23][C@@H:14]2[O:13][C:18]3[CH:19]=[CH:20][CH:21]=[CH:22][C:17]=3[O:16][CH2:15]2)[CH2:7]1)=[O:5])[CH3:2]. The catalyst class is: 6. (2) Reactant: Br[C:2](Br)([CH2:5][CH3:6])[CH2:3][CH3:4].[C:8]1(=[O:14])[CH2:13][CH2:12][CH2:11][CH2:10][CH2:9]1.[K].C([O-])(C)(C)C.Cl. Product: [C:8]1(=[O:14])[C:13]2([CH2:6][CH2:5][CH2:2][CH2:3][CH2:4]2)[CH2:12][CH2:11][CH2:10][CH2:9]1. The catalyst class is: 11.